This data is from Full USPTO retrosynthesis dataset with 1.9M reactions from patents (1976-2016). The task is: Predict the reactants needed to synthesize the given product. Given the product [CH2:16]([O:15][C@@H:14]1[C@@H:13]([O:23][CH2:24][C:25]2[CH:26]=[CH:27][CH:28]=[CH:29][CH:30]=2)[C@H:12]([O:31][CH2:32][C:33]2[CH:38]=[CH:37][CH:36]=[CH:35][CH:34]=2)[C@@H:11]([CH2:39][O:40][CH2:41][C:25]2[CH:30]=[CH:29][CH:28]=[CH:27][CH:26]=2)[O:10][C@:9]21[C:5]1[C:6](=[CH:7][C:2]([Cl:1])=[C:3]([CH2:53][C:54]3[CH:55]=[CH:56][C:57]([CH2:60][CH3:61])=[CH:58][CH:59]=3)[CH:4]=1)[O:8][C:49]([CH2:51][OH:50])([CH3:52])[CH2:48]2)[C:2]1[CH:3]=[CH:4][CH:5]=[CH:6][CH:7]=1, predict the reactants needed to synthesize it. The reactants are: [Cl:1][C:2]1[C:3]([CH2:53][C:54]2[CH:59]=[CH:58][C:57]([CH2:60][CH3:61])=[CH:56][CH:55]=2)=[CH:4][C:5]([C@:9]2([CH2:48][C:49]3([CH3:52])[CH2:51][O:50]3)[C@H:14]([O:15][CH2:16]C3C=CC=CC=3)[C@@H:13]([O:23][CH2:24][C:25]3[CH:30]=[CH:29][CH:28]=[CH:27][CH:26]=3)[C@H:12]([O:31][CH2:32][C:33]3[CH:38]=[CH:37][CH:36]=[CH:35][CH:34]=3)[C@@H:11]([CH2:39][O:40][CH2:41]C3C=CC=CC=3)[O:10]2)=[C:6]([OH:8])[CH:7]=1.C(=O)([O-])[O-].[K+].[K+].